This data is from Catalyst prediction with 721,799 reactions and 888 catalyst types from USPTO. The task is: Predict which catalyst facilitates the given reaction. (1) Product: [CH3:1][C:2]1[O:6][N:5]=[C:4]([C:7]([NH:9][C@@H:10]2[C:24](=[O:25])[N:23]3[CH2:26][C@H:27]([O:29][C:30]4[N:31]=[C:32]5[C:37](=[C:38]6[C:43]=4[CH:42]=[CH:41][CH:40]=[CH:39]6)[CH:36]=[CH:35][CH:34]=[CH:33]5)[CH2:28][C@H:22]3[C:21](=[O:44])[NH:20][C@:19]3([C:46]([OH:48])=[O:47])[CH2:45][C@H:18]3[CH:17]=[CH:16][CH2:15][CH2:14][CH2:13][CH2:12][CH2:11]2)=[O:8])[CH:3]=1. Reactant: [CH3:1][C:2]1[O:6][N:5]=[C:4]([C:7]([NH:9][C@@H:10]2[C:24](=[O:25])[N:23]3[CH2:26][C@H:27]([O:29][C:30]4[N:31]=[C:32]5[C:37](=[C:38]6[C:43]=4[CH:42]=[CH:41][CH:40]=[CH:39]6)[CH:36]=[CH:35][CH:34]=[CH:33]5)[CH2:28][C@H:22]3[C:21](=[O:44])[NH:20][C@:19]3([C:46]([O:48]CC)=[O:47])[CH2:45][C@H:18]3[CH:17]=[CH:16][CH2:15][CH2:14][CH2:13][CH2:12][CH2:11]2)=[O:8])[CH:3]=1.O.O.[OH-].[Li+]. The catalyst class is: 214. (2) Reactant: [N:1]([C@H:4]1[CH2:9][C:8]([CH3:11])([CH3:10])[O:7][CH2:6][C@H:5]1[NH:12][C:13](=[O:21])[O:14][CH2:15][CH2:16][Si:17]([CH3:20])([CH3:19])[CH3:18])=[N+]=[N-].[H][H]. Product: [NH2:1][C@H:4]1[CH2:9][C:8]([CH3:11])([CH3:10])[O:7][CH2:6][C@H:5]1[NH:12][C:13](=[O:21])[O:14][CH2:15][CH2:16][Si:17]([CH3:18])([CH3:20])[CH3:19]. The catalyst class is: 43. (3) Reactant: [CH:1]([Mg]Cl)([CH3:3])[CH3:2].[Br:6][C:7]1[CH:16]=[C:15]2[C:10]([C:11]([CH3:19])([CH3:18])[CH2:12][CH2:13][C:14]2=[O:17])=[CH:9][C:8]=1[CH3:20].C(O)(=O)C. Product: [Br:6][C:7]1[CH:16]=[C:15]2[C:10]([C:11]([CH3:18])([CH3:19])[CH2:12][CH2:13][C:14]2([CH:1]([CH3:3])[CH3:2])[OH:17])=[CH:9][C:8]=1[CH3:20]. The catalyst class is: 28. (4) Reactant: [CH2:1]([O:3][C:4]([C:6]1[C:7]([CH3:18])=[C:8]2[C:13](Cl)=[C:12]([C:15]#[N:16])[CH:11]=[N:10][N:9]2[CH:17]=1)=[O:5])[CH3:2].[O:19]([C:26]1[CH:27]=[CH:28][C:29]([NH2:32])=[N:30][CH:31]=1)[C:20]1[CH:25]=[CH:24][CH:23]=[CH:22][CH:21]=1.C(OC(C1C(C)=C2C(NC3C=CC(SC4N(C)C=CN=4)=C(Cl)C=3)=C(C#N)C=NN2C=1)=O)C.CN(C=O)C. Product: [CH2:1]([O:3][C:4]([C:6]1[C:7]([CH3:18])=[C:8]2[C:13]([NH:32][C:29]3[CH:28]=[CH:27][C:26]([O:19][C:20]4[CH:25]=[CH:24][CH:23]=[CH:22][CH:21]=4)=[CH:31][N:30]=3)=[C:12]([C:15]#[N:16])[CH:11]=[N:10][N:9]2[CH:17]=1)=[O:5])[CH3:2]. The catalyst class is: 1. (5) Reactant: [OH:1][C@H:2]1[CH2:7][CH2:6][C@H:5]([C:8]([O:10][CH3:11])=[O:9])[CH2:4][CH2:3]1.[H-].[Na+].[CH2:14](I)[CH3:15].C(OCC)(=O)C. Product: [CH2:14]([O:1][C@H:2]1[CH2:3][CH2:4][C@H:5]([C:8]([O:10][CH3:11])=[O:9])[CH2:6][CH2:7]1)[CH3:15]. The catalyst class is: 3.